This data is from Full USPTO retrosynthesis dataset with 1.9M reactions from patents (1976-2016). The task is: Predict the reactants needed to synthesize the given product. Given the product [CH3:24][C@@:9]1([C:14]([OH:16])=[O:15])[CH2:10][O:11][CH2:12][CH2:13][NH:8]1, predict the reactants needed to synthesize it. The reactants are: C([N:8]1[CH2:13][CH2:12][O:11][CH2:10][C@@:9]1([CH3:24])[C:14]([O:16]CC1C=CC=CC=1)=[O:15])C1C=CC=CC=1.